This data is from Forward reaction prediction with 1.9M reactions from USPTO patents (1976-2016). The task is: Predict the product of the given reaction. (1) The product is: [Si:1]([O:18][CH:19]1[CH2:20][N:21]([C:23]2[S:24][CH:25]=[C:26]([CH2:28][N:34]3[C:30](=[O:36])[CH2:31][CH2:32][C:33]3=[O:35])[N:27]=2)[CH2:22]1)([C:14]([CH3:17])([CH3:16])[CH3:15])([C:2]1[CH:7]=[CH:6][CH:5]=[CH:4][CH:3]=1)[C:8]1[CH:13]=[CH:12][CH:11]=[CH:10][CH:9]=1. Given the reactants [Si:1]([O:18][CH:19]1[CH2:22][N:21]([C:23]2[S:24][CH:25]=[C:26]([CH2:28]O)[N:27]=2)[CH2:20]1)([C:14]([CH3:17])([CH3:16])[CH3:15])([C:8]1[CH:13]=[CH:12][CH:11]=[CH:10][CH:9]=1)[C:2]1[CH:7]=[CH:6][CH:5]=[CH:4][CH:3]=1.[C:30]1(=[O:36])[NH:34][C:33](=[O:35])[CH2:32][CH2:31]1.C1(P(C2C=CC=CC=2)C2C=CC=CC=2)C=CC=CC=1.N(C(OCC)=O)=NC(OCC)=O.C1(C)C=CC=CC=1, predict the reaction product. (2) Given the reactants Br[C:2]1[CH:3]=[C:4]([C@@H:8]([OH:10])[CH3:9])[CH:5]=[N:6][CH:7]=1.[K].CCN([CH2:17][CH3:18])CC.[CH2:19](Cl)Cl, predict the reaction product. The product is: [CH2:19]=[C:17]([C:2]1[CH:3]=[C:4]([C@@H:8]([OH:10])[CH3:9])[CH:5]=[N:6][CH:7]=1)[CH3:18].